From a dataset of Forward reaction prediction with 1.9M reactions from USPTO patents (1976-2016). Predict the product of the given reaction. (1) Given the reactants COC[O:4][C:5]1[CH:14]=[CH:13][C:8]([C:9]([O:11][CH3:12])=[O:10])=[CH:7][C:6]=1[O:15][C:16]([F:19])([F:18])[F:17].FC(F)(F)C(O)=O.O, predict the reaction product. The product is: [OH:4][C:5]1[CH:14]=[CH:13][C:8]([C:9]([O:11][CH3:12])=[O:10])=[CH:7][C:6]=1[O:15][C:16]([F:17])([F:18])[F:19]. (2) Given the reactants [CH3:1][N:2]([CH3:22])[CH:3]1[CH2:8][CH2:7][CH:6]([NH:9]C(=O)OCC2C=CC=CC=2)[C:5]([CH3:21])([CH3:20])[CH2:4]1, predict the reaction product. The product is: [CH3:1][N:2]([CH3:22])[CH:3]1[CH2:8][CH2:7][CH:6]([NH2:9])[C:5]([CH3:20])([CH3:21])[CH2:4]1. (3) Given the reactants C(N(CC)CC)C.[C:8]([C:10]1[CH:18]=[C:17]2[C:13]([C:14]([CH:26]=[O:27])=[CH:15][N:16]2C(OC(C)(C)C)=O)=[CH:12][CH:11]=1)#[N:9].[CH:28](=[N:35][C:36]1[CH:41]=[CH:40][N:39]=[C:38]([O:42][CH3:43])[CH:37]=1)[C:29]1[CH:34]=[CH:33][CH:32]=[CH:31][CH:30]=1, predict the reaction product. The product is: [CH3:43][O:42][C:38]1[CH:37]=[C:36]([NH:35][CH:28]([C:29]2[CH:34]=[CH:33][CH:32]=[CH:31][CH:30]=2)[C:26]([C:14]2[C:13]3[C:17](=[CH:18][C:10]([C:8]#[N:9])=[CH:11][CH:12]=3)[NH:16][CH:15]=2)=[O:27])[CH:41]=[CH:40][N:39]=1.